This data is from Reaction yield outcomes from USPTO patents with 853,638 reactions. The task is: Predict the reaction yield, written as a fraction of the theoretical maximum amount of product (1.0 means a 100% yield; for example, 0.34 means a 34% yield). (1) The reactants are [F:1][C:2]([F:26])([F:25])[C:3]1[C:11]2[CH2:10][CH2:9][NH:8][CH2:7][C:6]=2[N:5]([C:12]2[CH:17]=[CH:16][C:15]([CH2:18][N:19]3[CH2:23][CH2:22][CH2:21][C:20]3=[O:24])=[CH:14][CH:13]=2)[N:4]=1.[CH:27](O)=[O:28]. The yield is 0.300. The product is [O:24]=[C:20]1[CH2:21][CH2:22][CH2:23][N:19]1[CH2:18][C:15]1[CH:16]=[CH:17][C:12]([N:5]2[C:6]3[CH2:7][N:8]([CH:27]=[O:28])[CH2:9][CH2:10][C:11]=3[C:3]([C:2]([F:25])([F:1])[F:26])=[N:4]2)=[CH:13][CH:14]=1. The catalyst is ClCCl. (2) The reactants are [Cl:1][C:2]1[CH:7]=[CH:6][C:5]([Cl:8])=[CH:4][C:3]=1[C:9]1([CH2:14]OS(C)(=O)=O)[CH2:13][CH2:12][CH2:11][CH2:10]1.[C-:20]#[N:21].[Na+].C(OCC)(=O)C. The catalyst is CS(C)=O.CCCCCC.O. The product is [Cl:1][C:2]1[CH:7]=[CH:6][C:5]([Cl:8])=[CH:4][C:3]=1[C:9]1([CH2:14][C:20]#[N:21])[CH2:13][CH2:12][CH2:11][CH2:10]1. The yield is 0.554. (3) The reactants are [F:1][C:2]1[C:3]([C:15]([F:18])([F:17])[F:16])=[CH:4][C:5]([N+:12]([O-:14])=[O:13])=[C:6]([NH:8]C(=O)C)[CH:7]=1.C([O-])(O)=O.[Na+]. The catalyst is Cl. The product is [F:1][C:2]1[C:3]([C:15]([F:16])([F:17])[F:18])=[CH:4][C:5]([N+:12]([O-:14])=[O:13])=[C:6]([NH2:8])[CH:7]=1. The yield is 0.910. (4) The reactants are [CH3:1][C:2]([CH3:5])([O-:4])[CH3:3].[Li+].Br[CH2:8][C:9]([OH:11])=[O:10].Cl. The catalyst is C1COCC1.CC(OC)(C)C. The product is [C:2]([O:4][CH2:8][C:9]([OH:11])=[O:10])([CH3:5])([CH3:3])[CH3:1]. The yield is 0.982. (5) The reactants are [C:1]([O:5][C:6]([N:8]1[CH2:11][CH2:10][C@H:9]1[C:12]([OH:14])=O)=[O:7])([CH3:4])([CH3:3])[CH3:2].ClC(OCC(C)C)=O.C(N(CC)CC)C.C[Si]([CH:34]=[N+:35]=[N-:36])(C)C.O.C(=O)(O)[O-].[Na+]. The catalyst is O1CCCC1.C(OCC)(=O)C. The product is [N+:35](=[CH:34][C:12]([C@@H:9]1[CH2:10][CH2:11][N:8]1[C:6]([O:5][C:1]([CH3:2])([CH3:3])[CH3:4])=[O:7])=[O:14])=[N-:36]. The yield is 0.690.